Dataset: Peptide-MHC class I binding affinity with 185,985 pairs from IEDB/IMGT. Task: Regression. Given a peptide amino acid sequence and an MHC pseudo amino acid sequence, predict their binding affinity value. This is MHC class I binding data. The peptide sequence is AQIDNYNKF. The MHC is HLA-B51:01 with pseudo-sequence HLA-B51:01. The binding affinity (normalized) is 0.